This data is from Catalyst prediction with 721,799 reactions and 888 catalyst types from USPTO. The task is: Predict which catalyst facilitates the given reaction. (1) Reactant: [N:1]1([C:7]([N:9]2[CH2:14][CH:13]([C:15]3[CH:20]=[CH:19][C:18]([CH2:21][C:22]([F:25])([F:24])[F:23])=[CH:17][CH:16]=3)[CH2:12][CH:11]([C:26](O)=[O:27])[CH2:10]2)=[O:8])[CH2:6][CH2:5][S:4][CH2:3][CH2:2]1.CN(C(ON1N=NC2C=CC=NC1=2)=[N+](C)C)C.F[P-](F)(F)(F)(F)F.CCN(C(C)C)C(C)C.O[N:63]=[C:64]([O:66][CH2:67][CH2:68][O:69][CH3:70])[NH2:65]. Product: [CH3:70][O:69][CH2:68][CH2:67][O:66][C:64]1[N:65]=[C:26]([CH:11]2[CH2:12][CH:13]([C:15]3[CH:16]=[CH:17][C:18]([CH2:21][C:22]([F:23])([F:24])[F:25])=[CH:19][CH:20]=3)[CH2:14][N:9]([C:7]([N:1]3[CH2:6][CH2:5][S:4][CH2:3][CH2:2]3)=[O:8])[CH2:10]2)[O:27][N:63]=1. The catalyst class is: 9. (2) Reactant: [Cl:1][C:2]1[CH:7]=[CH:6][N:5]=[C:4]([C:8]([OH:10])=O)[CH:3]=1.C1N=CN(C(N2C=NC=C2)=O)C=1.[CH2:23]([N:27]1[C:35]2[N:34]=[C:33]([Cl:36])[NH:32][C:31]=2[C:30](=[O:37])[N:29]([CH2:38][CH2:39][CH2:40][CH2:41]/[C:42](=[N:45]/[H])/[NH:43]O)[C:28]1=[O:47])[CH2:24][CH2:25][CH3:26]. Product: [CH2:23]([N:27]1[C:35]2[N:34]=[C:33]([Cl:36])[NH:32][C:31]=2[C:30](=[O:37])[N:29]([CH2:38][CH2:39][CH2:40][CH2:41][C:42]2[N:43]=[C:8]([C:4]3[CH:3]=[C:2]([Cl:1])[CH:7]=[CH:6][N:5]=3)[O:10][N:45]=2)[C:28]1=[O:47])[CH2:24][CH2:25][CH3:26]. The catalyst class is: 16.